Dataset: Peptide-MHC class II binding affinity with 134,281 pairs from IEDB. Task: Regression. Given a peptide amino acid sequence and an MHC pseudo amino acid sequence, predict their binding affinity value. This is MHC class II binding data. (1) The peptide sequence is MGEAVQNTVEDLKLN. The MHC is HLA-DPA10103-DPB10401 with pseudo-sequence HLA-DPA10103-DPB10401. The binding affinity (normalized) is 0.195. (2) The peptide sequence is AQNGVQAMSSLGSSL. The MHC is HLA-DQA10102-DQB10602 with pseudo-sequence HLA-DQA10102-DQB10602. The binding affinity (normalized) is 0.619. (3) The peptide sequence is IELQIVDKIDAAFKI. The MHC is DRB1_0802 with pseudo-sequence DRB1_0802. The binding affinity (normalized) is 0.399. (4) The peptide sequence is TILPLMALLTPVTMA. The MHC is DRB3_0101 with pseudo-sequence DRB3_0101. The binding affinity (normalized) is 0.491. (5) The peptide sequence is WMTGRMGERQLQKIE. The MHC is HLA-DQA10201-DQB10301 with pseudo-sequence HLA-DQA10201-DQB10301. The binding affinity (normalized) is 0.558.